From a dataset of Full USPTO retrosynthesis dataset with 1.9M reactions from patents (1976-2016). Predict the reactants needed to synthesize the given product. Given the product [Cl:11][C:12]1[CH:13]=[C:14]2[C:18](=[CH:19][CH:20]=1)[NH:17][C:16](=[O:21])[C:15]2([C:2]1[CH:7]=[C:6]([F:8])[CH:5]=[CH:4][C:3]=1[O:9][CH3:10])[OH:22], predict the reactants needed to synthesize it. The reactants are: Br[C:2]1[CH:7]=[C:6]([F:8])[CH:5]=[CH:4][C:3]=1[O:9][CH3:10].[Cl:11][C:12]1[CH:13]=[C:14]2[C:18](=[CH:19][CH:20]=1)[NH:17][C:16](=[O:21])[C:15]2=[O:22].